From a dataset of Catalyst prediction with 721,799 reactions and 888 catalyst types from USPTO. Predict which catalyst facilitates the given reaction. (1) Reactant: [C:1]([O:5][C:6]([N:8]1[CH:17]([C:18](O)=[O:19])[CH2:16][C:15]2[C:10](=[CH:11][C:12]([NH:21][C:22]([O:24][C:25]([CH3:28])([CH3:27])[CH3:26])=[O:23])=[CH:13][CH:14]=2)[CH2:9]1)=[O:7])([CH3:4])([CH3:3])[CH3:2].CCN=C=NCCCN(C)C.Cl.C1C=NC2N(O)N=NC=2C=1.C(N(CC)CC)C.[NH2:58][C:59]1[C:67]([NH2:68])=[CH:66][CH:65]=[CH:64][C:60]=1[C:61]([NH2:63])=[O:62]. Product: [NH2:58][C:59]1[C:60]([C:61](=[O:62])[NH2:63])=[CH:64][CH:65]=[CH:66][C:67]=1[NH:68][C:18]([CH:17]1[CH2:16][C:15]2[C:10](=[CH:11][C:12]([NH:21][C:22]([O:24][C:25]([CH3:26])([CH3:28])[CH3:27])=[O:23])=[CH:13][CH:14]=2)[CH2:9][N:8]1[C:6]([O:5][C:1]([CH3:3])([CH3:2])[CH3:4])=[O:7])=[O:19]. The catalyst class is: 3. (2) The catalyst class is: 10. Product: [CH:1]1([C:4]2[O:5][CH:6]=[C:7]([C:9]3[CH:25]=[CH:24][C:12]([CH2:13][NH:14][CH2:15][CH2:16][C:17]4[CH:18]=[CH:19][C:20]([O:23][C:36]([CH3:38])([CH3:37])[C:35]([O:34][CH2:32][CH3:33])=[O:40])=[CH:21][CH:22]=4)=[CH:11][CH:10]=3)[N:8]=2)[CH2:3][CH2:2]1. Reactant: [CH:1]1([C:4]2[O:5][CH:6]=[C:7]([C:9]3[CH:25]=[CH:24][C:12]([CH2:13][NH:14][CH2:15][CH2:16][C:17]4[CH:22]=[CH:21][C:20]([OH:23])=[CH:19][CH:18]=4)=[CH:11][CH:10]=3)[N:8]=2)[CH2:3][CH2:2]1.C([O-])([O-])=O.[Cs+].[Cs+].[CH2:32]([O:34][C:35](=[O:40])[C:36](Br)([CH3:38])[CH3:37])[CH3:33].FC(F)(F)OC1C=CC(CBr)=CC=1. (3) The catalyst class is: 9. Product: [OH:27][C:3]1[C:4]2[C:9](=[O:10])[N:8]([C:11]3[CH:16]=[CH:15][CH:14]=[CH:13][CH:12]=3)[C:7]3[C:17]4[CH:18]=[CH:19][CH:20]=[CH:21][C:22]=4[CH2:23][C:6]=3[C:5]=2[O:24][C:25](=[O:26])[C:2]=1[S:34][C:28]1[CH:33]=[CH:32][CH:31]=[CH:30][CH:29]=1. Reactant: Br[C:2]1[C:25](=[O:26])[O:24][C:5]2[C:6]3[CH2:23][C:22]4[CH:21]=[CH:20][CH:19]=[CH:18][C:17]=4[C:7]=3[N:8]([C:11]3[CH:16]=[CH:15][CH:14]=[CH:13][CH:12]=3)[C:9](=[O:10])[C:4]=2[C:3]=1[OH:27].[C:28]1([SH:34])[CH:33]=[CH:32][CH:31]=[CH:30][CH:29]=1.C(=O)([O-])[O-].[K+].[K+]. (4) Reactant: [C:1]([OH:12])(=[O:11])[C:2]1[C:3](=[CH:7][CH:8]=[CH:9][CH:10]=1)[C:4]([OH:6])=O.C(N(CC1C=CC=C(CN(C(C)C)C(C)C)C=1B(O)O)C(C)C)(C)C.B(O)O. Product: [C:4]1(=[O:6])[O:12][C:1](=[O:11])[C:2]2=[CH:10][CH:9]=[CH:8][CH:7]=[C:3]12. The catalyst class is: 194.